Dataset: Forward reaction prediction with 1.9M reactions from USPTO patents (1976-2016). Task: Predict the product of the given reaction. (1) Given the reactants [CH2:1]([NH:5][CH2:6][C:7]1[S:8][C:9]([C:12]2[CH:17]=[CH:16][CH:15]=[C:14]([S:18]([CH3:21])(=[O:20])=[O:19])[CH:13]=2)=[CH:10][CH:11]=1)[CH:2]([CH3:4])[CH3:3].[S:22]1[CH:26]=[CH:25][CH:24]=[C:23]1[S:27](Cl)(=[O:29])=[O:28].C(N(CC)C(C)C)(C)C, predict the reaction product. The product is: [CH2:1]([N:5]([CH2:6][C:7]1[S:8][C:9]([C:12]2[CH:17]=[CH:16][CH:15]=[C:14]([S:18]([CH3:21])(=[O:20])=[O:19])[CH:13]=2)=[CH:10][CH:11]=1)[S:27]([C:23]1[S:22][CH:26]=[CH:25][CH:24]=1)(=[O:29])=[O:28])[CH:2]([CH3:4])[CH3:3]. (2) Given the reactants [Cl:1][C:2]1[CH:3]=[C:4]([N:9]=[C:10]=[O:11])[CH:5]=[CH:6][C:7]=1[Cl:8].[N:12]1([CH2:18][CH2:19][CH2:20][N:21]2[CH2:26][CH2:25][NH:24][CH2:23][CH2:22]2)[CH2:17][CH2:16][CH2:15][CH2:14][CH2:13]1, predict the reaction product. The product is: [Cl:1][C:2]1[CH:3]=[C:4]([NH:9][C:10]([N:24]2[CH2:23][CH2:22][N:21]([CH2:20][CH2:19][CH2:18][N:12]3[CH2:13][CH2:14][CH2:15][CH2:16][CH2:17]3)[CH2:26][CH2:25]2)=[O:11])[CH:5]=[CH:6][C:7]=1[Cl:8]. (3) Given the reactants [NH2:1][C:2]1[N:3]=[N:4][CH:5]=[CH:6][N:7]=1.Br[CH2:9][C:10](=O)[C:11]([O:13][CH2:14][CH3:15])=[O:12], predict the reaction product. The product is: [CH2:14]([O:13][C:11]([C:10]1[N:1]=[C:2]2[N:7]=[CH:6][CH:5]=[N:4][N:3]2[CH:9]=1)=[O:12])[CH3:15]. (4) Given the reactants Br.Br[CH:3]([C:5]1[CH:6]=[C:7]([C:23]([N:25]([CH3:27])[CH3:26])=[O:24])[CH:8]=[C:9]2[C:14]=1[O:13][C:12]([N:15]1[CH2:20][CH2:19][O:18][C@H:17]([CH3:21])[CH2:16]1)=[CH:11][C:10]2=[O:22])[CH3:4].[F:28][C:29]1[CH:35]=[CH:34][C:32]([NH2:33])=[CH:31][CH:30]=1, predict the reaction product. The product is: [F:28][C:29]1[CH:35]=[CH:34][C:32]([NH:33][CH:3]([C:5]2[CH:6]=[C:7]([C:23]([N:25]([CH3:27])[CH3:26])=[O:24])[CH:8]=[C:9]3[C:14]=2[O:13][C:12]([N:15]2[CH2:20][CH2:19][O:18][C@H:17]([CH3:21])[CH2:16]2)=[CH:11][C:10]3=[O:22])[CH3:4])=[CH:31][CH:30]=1.